From a dataset of Reaction yield outcomes from USPTO patents with 853,638 reactions. Predict the reaction yield, written as a fraction of the theoretical maximum amount of product (1.0 means a 100% yield; for example, 0.34 means a 34% yield). (1) The reactants are B(Br)(Br)Br.[F:5][C:6]1[C:11]([O:12][CH2:13][C:14]2[O:18][N:17]=[C:16]([C:19]3[CH:24]=[CH:23][C:22]([O:25]C)=[CH:21][CH:20]=3)[N:15]=2)=[CH:10][CH:9]=[C:8]([F:27])[C:7]=1[C:28]([NH2:30])=[O:29].O. The catalyst is C(Cl)Cl. The product is [F:5][C:6]1[C:11]([O:12][CH2:13][C:14]2[O:18][N:17]=[C:16]([C:19]3[CH:24]=[CH:23][C:22]([OH:25])=[CH:21][CH:20]=3)[N:15]=2)=[CH:10][CH:9]=[C:8]([F:27])[C:7]=1[C:28]([NH2:30])=[O:29]. The yield is 0.650. (2) The reactants are [H-].[Na+].Cl[CH2:4][O:5][CH3:6].O.[OH:8][C:9]1[CH:14]=[CH:13][CH:12]=[CH:11][C:10]=1[C:15](=[O:17])[CH3:16]. The catalyst is CN(C)C=O. The product is [CH3:6][O:5][CH2:4][O:8][C:9]1[CH:14]=[CH:13][CH:12]=[CH:11][C:10]=1[C:15](=[O:17])[CH3:16]. The yield is 0.968. (3) The reactants are [Cl:1][C:2]1[S:6][C:5]2[C:7]3([O:31][CH2:32][C:33]([F:35])([F:34])[C:4]=2[CH:3]=1)[CH2:12][CH2:11][N:10]([CH2:13][C:14]1[C:15]([C:26](OCC)=[O:27])=[N:16][N:17]([C:19]2[CH:24]=[CH:23][CH:22]=[CH:21][C:20]=2[F:25])[CH:18]=1)[CH2:9][CH2:8]3.[BH4-].[Li+]. The catalyst is O1CCCC1.C(O)C. The product is [Cl:1][C:2]1[S:6][C:5]2[C:7]3([O:31][CH2:32][C:33]([F:35])([F:34])[C:4]=2[CH:3]=1)[CH2:8][CH2:9][N:10]([CH2:13][C:14]1[C:15]([CH2:26][OH:27])=[N:16][N:17]([C:19]2[CH:24]=[CH:23][CH:22]=[CH:21][C:20]=2[F:25])[CH:18]=1)[CH2:11][CH2:12]3. The yield is 0.910. (4) The reactants are [C:1]([C:5]1[CH:6]=[C:7]([CH:17]=[C:18]([C:21]([CH3:24])([CH3:23])[CH3:22])[C:19]=1[OH:20])[C:8]([NH:10][C:11]1([C:14](O)=[O:15])[CH2:13][CH2:12]1)=[O:9])([CH3:4])([CH3:3])[CH3:2].[S:25]1[CH:29]=[CH:28][N:27]=[C:26]1[CH2:30][NH2:31].CN(C(ON1N=NC2C=CC=NC1=2)=[N+](C)C)C.F[P-](F)(F)(F)(F)F.CCN(C(C)C)C(C)C. The catalyst is C(Cl)Cl. The product is [C:1]([C:5]1[CH:6]=[C:7]([CH:17]=[C:18]([C:21]([CH3:22])([CH3:23])[CH3:24])[C:19]=1[OH:20])[C:8]([NH:10][C:11]1([C:14](=[O:15])[NH:31][CH2:30][C:26]2[S:25][CH:29]=[CH:28][N:27]=2)[CH2:12][CH2:13]1)=[O:9])([CH3:2])([CH3:3])[CH3:4]. The yield is 0.450. (5) The reactants are C(O[C:4](=[O:19])[CH:5]([C:12]1[CH:17]=[CH:16][C:15]([Cl:18])=[CH:14][CH:13]=1)[CH2:6][CH:7]1[CH2:11][CH2:10][CH2:9][CH2:8]1)C.[CH3:20][NH:21][C:22]([NH2:24])=[O:23].C[O-].[Mg+2].C[O-].CO. No catalyst specified. The product is [Cl:18][C:15]1[CH:14]=[CH:13][C:12]([CH:5]([CH2:6][CH:7]2[CH2:8][CH2:9][CH2:10][CH2:11]2)[C:4]([NH:24][C:22]([NH:21][CH3:20])=[O:23])=[O:19])=[CH:17][CH:16]=1. The yield is 0.0580. (6) The reactants are Br[C:2]1[C:3]([O:17][CH2:18][CH2:19][CH3:20])=[C:4]2[C:9](=[CH:10][CH:11]=1)[N:8]([C:12]([O:14][CH3:15])=[O:13])[C@@H:7]([CH3:16])[CH2:6][CH2:5]2.CC1(C)C(C)(C)OB([C:29]2[CH:30]=[N:31][N:32]([CH:34]3[CH2:39][CH2:38][N:37]([C:40]([O:42][C:43]([CH3:46])([CH3:45])[CH3:44])=[O:41])[CH2:36][CH2:35]3)[CH:33]=2)O1.C(=O)([O-])[O-].[Cs+].[Cs+]. The catalyst is O1CCOCC1.O.CC(C1C=C(C(C)C)C(C2C=CC=C(P(C3CCCCC3)C3CCCCC3)C=2)=C(C(C)C)C=1)C.C1C=[C-]C(C2C(N)=CC=CC=2)=CC=1.Cl[Pd+]. The product is [C:43]([O:42][C:40]([N:37]1[CH2:36][CH2:35][CH:34]([N:32]2[CH:33]=[C:29]([C:2]3[C:3]([O:17][CH2:18][CH2:19][CH3:20])=[C:4]4[C:9](=[CH:10][CH:11]=3)[N:8]([C:12]([O:14][CH3:15])=[O:13])[C@@H:7]([CH3:16])[CH2:6][CH2:5]4)[CH:30]=[N:31]2)[CH2:39][CH2:38]1)=[O:41])([CH3:46])([CH3:44])[CH3:45]. The yield is 1.00.